Dataset: NCI-60 drug combinations with 297,098 pairs across 59 cell lines. Task: Regression. Given two drug SMILES strings and cell line genomic features, predict the synergy score measuring deviation from expected non-interaction effect. Drug 1: CC(C)(C#N)C1=CC(=CC(=C1)CN2C=NC=N2)C(C)(C)C#N. Drug 2: C1=NC2=C(N=C(N=C2N1C3C(C(C(O3)CO)O)F)Cl)N. Cell line: SK-OV-3. Synergy scores: CSS=-1.45, Synergy_ZIP=-3.07, Synergy_Bliss=-2.79, Synergy_Loewe=-17.7, Synergy_HSA=-9.16.